From a dataset of Catalyst prediction with 721,799 reactions and 888 catalyst types from USPTO. Predict which catalyst facilitates the given reaction. (1) Reactant: [CH:1]1[CH:2]=[CH:3][C:4]([NH:11][C:12]2[C:13]([Cl:19])=[CH:14][CH:15]=[CH:16][C:17]=2[Cl:18])=[C:5]([CH2:7][C:8]([O-:10])=[O:9])[CH:6]=1.[Na+].[CH2:21](O)[CH2:22][CH2:23][CH2:24][OH:25].S(=O)(=O)(O)O. Product: [Cl:19][C:13]1[CH:14]=[CH:15][CH:16]=[C:17]([Cl:18])[C:12]=1[NH:11][C:4]1[CH:3]=[CH:2][CH:1]=[CH:6][C:5]=1[CH2:7][C:8]([O:10][CH2:21][CH2:22][CH2:23][CH2:24][OH:25])=[O:9]. The catalyst class is: 11. (2) Reactant: [CH3:1][N:2]([CH3:20])[C:3]1([CH2:14][C:15]2[S:16][CH:17]=[CH:18][CH:19]=2)[CH2:13][CH2:12][C:6]2([C:10](=O)[NH:9][CH2:8][CH2:7]2)[CH2:5][CH2:4]1.[H-].[Al+3].[Li+].[H-].[H-].[H-]. Product: [CH3:20][N:2]([CH3:1])[C:3]1([CH2:14][C:15]2[S:16][CH:17]=[CH:18][CH:19]=2)[CH2:4][CH2:5][C:6]2([CH2:10][NH:9][CH2:8][CH2:7]2)[CH2:12][CH2:13]1. The catalyst class is: 7. (3) Reactant: [CH3:1][CH2:2][N:3](CC)[CH2:4][CH3:5].CS(Cl)(=O)=O.O[CH2:14][CH2:15][O:16][CH2:17][C:18]1[CH:27]=[C:26]2[C:21]([CH:22]=[CH:23][C:24]([CH2:28][N:29]3[CH2:34][CH2:33][CH:32]([NH:35][C:36](=[O:45])[C:37]4[CH:42]=[CH:41][CH:40]=[C:39]([O:43][CH3:44])[CH:38]=4)[CH2:31][CH2:30]3)=[CH:25]2)=[CH:20][CH:19]=1.C([O-])(O)=O.[Na+]. Product: [CH3:44][O:43][C:39]1[CH:38]=[C:37]([CH:42]=[CH:41][CH:40]=1)[C:36]([NH:35][CH:32]1[CH2:33][CH2:34][N:29]([CH2:28][C:24]2[CH:23]=[CH:22][C:21]3[C:26](=[CH:27][C:18]([CH2:17][O:16][CH2:15][CH2:14][N:3]4[CH2:4][CH2:5][CH2:1][CH2:2]4)=[CH:19][CH:20]=3)[CH:25]=2)[CH2:30][CH2:31]1)=[O:45]. The catalyst class is: 387. (4) Reactant: [NH:1]1[CH2:6][CH2:5][O:4][CH2:3][CH2:2]1.[H-].[Na+].[CH2:9]([O:11][C:12]([N:14]1[C:23]2[C:18](=[N:19][C:20]([O:24][CH3:25])=[CH:21][CH:22]=2)[C@@H:17]([NH:26][C:27]2[N:32]=[C:31]([CH2:33][C:34]3[CH:39]=[C:38]([C:40]([F:43])([F:42])[F:41])[CH:37]=[C:36]([C:44]([F:47])([F:46])[F:45])[CH:35]=3)[C:30]([CH2:48]Br)=[CH:29][N:28]=2)[CH2:16][C@H:15]1[CH2:50][CH3:51])=[O:13])[CH3:10].C(=O)([O-])O.[Na+]. Product: [CH2:9]([O:11][C:12]([N:14]1[C:23]2[C:18](=[N:19][C:20]([O:24][CH3:25])=[CH:21][CH:22]=2)[C@@H:17]([NH:26][C:27]2[N:32]=[C:31]([CH2:33][C:34]3[CH:39]=[C:38]([C:40]([F:41])([F:42])[F:43])[CH:37]=[C:36]([C:44]([F:45])([F:46])[F:47])[CH:35]=3)[C:30]([CH2:48][N:1]3[CH2:6][CH2:5][O:4][CH2:3][CH2:2]3)=[CH:29][N:28]=2)[CH2:16][C@H:15]1[CH2:50][CH3:51])=[O:13])[CH3:10]. The catalyst class is: 9. (5) Reactant: O.C[O:3][C:4]([C:6]1[C:7]([Cl:28])=[N:8][C:9]2[CH:10]=[C:11]3[O:27][CH2:26][CH2:25][O:24][C:12]3=[CH:13][C:14]=2[C:15]=1[CH2:16][N:17]1[CH2:22][CH2:21][N:20]([CH3:23])[CH2:19][CH2:18]1)=O.[H-].C([Al+]CC(C)C)C(C)C.[C@H](O)(C([O-])=O)[C@@H](O)C([O-])=O.[Na+].[K+]. Product: [Cl:28][C:7]1[C:6]([CH2:4][OH:3])=[C:15]([CH2:16][N:17]2[CH2:18][CH2:19][N:20]([CH3:23])[CH2:21][CH2:22]2)[C:14]2[CH:13]=[C:12]3[O:24][CH2:25][CH2:26][O:27][C:11]3=[CH:10][C:9]=2[N:8]=1. The catalyst class is: 2. (6) Reactant: [F:1][C:2]1[CH:8]=[C:7]([F:9])[CH:6]=[CH:5][C:3]=1[NH2:4].C(=O)([O-])[O-].[K+].[K+].[CH2:16](Br)[C:17]1[CH:22]=[CH:21][CH:20]=[CH:19][CH:18]=1. Product: [CH2:16]([N:4]([CH2:16][C:17]1[CH:22]=[CH:21][CH:20]=[CH:19][CH:18]=1)[C:3]1[CH:5]=[CH:6][C:7]([F:9])=[CH:8][C:2]=1[F:1])[C:17]1[CH:22]=[CH:21][CH:20]=[CH:19][CH:18]=1. The catalyst class is: 9.